This data is from Full USPTO retrosynthesis dataset with 1.9M reactions from patents (1976-2016). The task is: Predict the reactants needed to synthesize the given product. (1) Given the product [F:1][C:2]1[CH:7]=[CH:6][C:5]([O:8][CH3:9])=[CH:4][C:3]=1[C:10]1[CH:15]=[CH:14][C:13]([CH2:16][OH:17])=[CH:12][C:11]=1[N:19]1[CH2:24][CH2:23][CH2:22][CH2:21][CH2:20]1, predict the reactants needed to synthesize it. The reactants are: [F:1][C:2]1[CH:7]=[CH:6][C:5]([O:8][CH3:9])=[CH:4][C:3]=1[C:10]1[CH:15]=[CH:14][C:13]([C:16](O)=[O:17])=[CH:12][C:11]=1[N:19]1[CH2:24][CH2:23][CH2:22][CH2:21][CH2:20]1.[H-].[H-].[H-].[H-].[Li+].[Al+3].[OH-].[Na+]. (2) Given the product [F:75][C:60]([F:59])([S:71]([O-:74])(=[O:73])=[O:72])[C:61]([F:69])([F:70])[C:62]([F:68])([F:67])[C:63]([F:66])([F:65])[F:64].[F:68][C:62]([F:67])([CH2:61][O:36][C:37](=[O:41])[C:38]([CH3:40])=[CH2:39])[C:63]([O:18][C:19]1[CH:20]=[CH:28][C:24]([S+:82]([C:76]2[CH:77]=[CH:78][CH:79]=[CH:80][CH:81]=2)[C:83]2[CH:84]=[CH:85][CH:86]=[CH:87][CH:88]=2)=[CH:25][CH:26]=1)=[O:45], predict the reactants needed to synthesize it. The reactants are: CC(N=NC(C#N)(C)C)(C#N)C.C([O:18][C:19]1(C)[CH:26]2CC3C[CH:24]([CH2:28][CH:20]1C3)[CH2:25]2)(=O)C(C)=C.O=C1C([O:36][C:37](=[O:41])[C:38]([CH3:40])=[CH2:39])CCO1.C(OC(O)C1C2C(=CC=CC=2)C=CC=1)(=[O:45])C=C.[F:59][C:60]([F:75])([S:71]([O-:74])(=[O:73])=[O:72])[C:61]([F:70])([F:69])[C:62]([F:68])([F:67])[C:63]([F:66])([F:65])[F:64].[C:76]1([SH+:82][C:83]2[CH:88]=[CH:87][CH:86]=[CH:85][CH:84]=2)[CH:81]=[CH:80][CH:79]=[CH:78][CH:77]=1. (3) The reactants are: [CH2:1]([N:8]1[CH:12]=[C:11]([NH:13][C:14]([C:16]2[C:24]3[C:19](=[CH:20][C:21](Br)=[CH:22][CH:23]=3)[N:18]([CH2:26][O:27][CH2:28][CH2:29][Si:30]([CH3:33])([CH3:32])[CH3:31])[N:17]=2)=[O:15])[CH:10]=[N:9]1)[C:2]1[CH:7]=[CH:6][CH:5]=[CH:4][CH:3]=1.C([Sn](CCCCC)(CCCCC)[C:39]1[N:40]=[CH:41][N:42]([CH3:44])[CH:43]=1)CCC.N#N.C(#N)C. Given the product [CH2:1]([N:8]1[CH:12]=[C:11]([NH:13][C:14]([C:16]2[C:24]3[C:19](=[CH:20][C:21]([C:39]4[N:40]=[CH:41][N:42]([CH3:44])[CH:43]=4)=[CH:22][CH:23]=3)[N:18]([CH2:26][O:27][CH2:28][CH2:29][Si:30]([CH3:33])([CH3:32])[CH3:31])[N:17]=2)=[O:15])[CH:10]=[N:9]1)[C:2]1[CH:7]=[CH:6][CH:5]=[CH:4][CH:3]=1, predict the reactants needed to synthesize it. (4) Given the product [Cl:1][C:2]1[CH:3]=[CH:4][C:5]([N:8]2[CH:12]=[C:11]([C:13]([NH:22][CH2:23][CH:24]([OH:40])[CH2:25][N:26]3[CH2:27][CH2:28][N:29]([C:32]4[CH:37]=[CH:36][CH:35]=[C:34]([Cl:38])[C:33]=4[Cl:39])[CH2:30][CH2:31]3)=[O:15])[N:10]=[C:9]2[CH2:16][CH2:17][CH3:18])=[CH:6][CH:7]=1, predict the reactants needed to synthesize it. The reactants are: [Cl:1][C:2]1[CH:7]=[CH:6][C:5]([N:8]2[CH:12]=[C:11]([C:13]([OH:15])=O)[N:10]=[C:9]2[CH2:16][CH2:17][CH3:18])=[CH:4][CH:3]=1.[Li].Cl.Cl.[NH2:22][CH2:23][CH:24]([OH:40])[CH2:25][N:26]1[CH2:31][CH2:30][N:29]([C:32]2[CH:37]=[CH:36][CH:35]=[C:34]([Cl:38])[C:33]=2[Cl:39])[CH2:28][CH2:27]1.CCN=C=NCCCN(C)C.C1C=CC2N(O)N=NC=2C=1.CN1CCOCC1. (5) Given the product [N:23]1[CH:22]=[CH:21][C:20]([CH2:19][N:15]2[C:14]([C:8]3[S:9][C:10]4[CH2:11][CH2:12][O:13][C:4]5[CH:3]=[C:2]([C:36]6[CH:37]=[N:38][N:39]([CH2:41][CH2:42][OH:43])[CH:40]=6)[CH:27]=[CH:26][C:5]=5[C:6]=4[N:7]=3)=[N:18][CH:17]=[N:16]2)=[CH:25][CH:24]=1, predict the reactants needed to synthesize it. The reactants are: Br[C:2]1[CH:27]=[CH:26][C:5]2[C:6]3[N:7]=[C:8]([C:14]4[N:15]([CH2:19][C:20]5[CH:25]=[CH:24][N:23]=[CH:22][CH:21]=5)[N:16]=[CH:17][N:18]=4)[S:9][C:10]=3[CH2:11][CH2:12][O:13][C:4]=2[CH:3]=1.CC1(C)C(C)(C)OB([C:36]2[CH:37]=[N:38][N:39]([CH2:41][C:42](OCC)=[O:43])[CH:40]=2)O1.[H-].[Al+3].[Li+].[H-].[H-].[H-].C(N1C(C2SC3CCOC4C=C(C5C=NN(CCO)C=5)C=CC=4C=3N=2)=NC=N1)(C)C.